Predict which catalyst facilitates the given reaction. From a dataset of Catalyst prediction with 721,799 reactions and 888 catalyst types from USPTO. (1) Reactant: [CH2:1]([O:8][C:9]1[CH:14]=[CH:13][CH:12]=[C:11]([OH:15])[C:10]=1[C:16](=[O:18])[CH3:17])[C:2]1[CH:7]=[CH:6][CH:5]=[CH:4][CH:3]=1.[OH-].[K+].[C:21]1([CH3:29])[CH:26]=[CH:25][C:24]([CH:27]=O)=[CH:23][CH:22]=1.Cl. Product: [CH2:1]([O:8][C:9]1[CH:14]=[CH:13][CH:12]=[C:11]([OH:15])[C:10]=1[C:16](=[O:18])[CH:17]=[CH:29][C:21]1[CH:26]=[CH:25][C:24]([CH3:27])=[CH:23][CH:22]=1)[C:2]1[CH:3]=[CH:4][CH:5]=[CH:6][CH:7]=1. The catalyst class is: 40. (2) Reactant: [Cl:1][C:2]1[CH:3]=[C:4]([C@@H:12]([CH2:16][CH:17]2[CH2:22][CH2:21][C:20](=[O:23])[CH2:19][CH2:18]2)[C:13](O)=[O:14])[CH:5]=[CH:6][C:7]=1[S:8]([CH3:11])(=[O:10])=[O:9].C1(P(C2C=CC=CC=2)C2C=CC=CC=2)C=CC=CC=1.BrN1C(=O)CCC1=O.[NH2:51][C:52]1[CH:57]=[N:56][C:55]([Br:58])=[CH:54][N:53]=1.N1C(C)=CC=CC=1C. Product: [Br:58][C:55]1[N:56]=[CH:57][C:52]([NH:51][C:13](=[O:14])[C@@H:12]([C:4]2[CH:5]=[CH:6][C:7]([S:8]([CH3:11])(=[O:9])=[O:10])=[C:2]([Cl:1])[CH:3]=2)[CH2:16][CH:17]2[CH2:18][CH2:19][C:20](=[O:23])[CH2:21][CH2:22]2)=[N:53][CH:54]=1. The catalyst class is: 2. (3) Reactant: Br[C:2]1[N:7]2[CH:8]=[C:9]([CH:11]=[O:12])[N:10]=[C:6]2[C:5]([N:13]2[CH2:18][CH2:17][O:16][CH2:15][CH2:14]2)=[N:4][CH:3]=1.CC1(C)C(C)(C)OB([C:27]2[CH:28]=[CH:29][C:30]([N:33]3[CH2:38][CH2:37][N:36]([C:39]([O:41][C:42]([CH3:45])([CH3:44])[CH3:43])=[O:40])[CH2:35][CH2:34]3)=[N:31][CH:32]=2)O1.C([O-])([O-])=O.[Na+].[Na+].O. Product: [CH:11]([C:9]1[N:10]=[C:6]2[C:5]([N:13]3[CH2:18][CH2:17][O:16][CH2:15][CH2:14]3)=[N:4][CH:3]=[C:2]([C:27]3[CH:28]=[CH:29][C:30]([N:33]4[CH2:38][CH2:37][N:36]([C:39]([O:41][C:42]([CH3:45])([CH3:44])[CH3:43])=[O:40])[CH2:35][CH2:34]4)=[N:31][CH:32]=3)[N:7]2[CH:8]=1)=[O:12]. The catalyst class is: 75. (4) Reactant: Cl[C:2]1[C:7]([C:8]#[N:9])=[CH:6][N:5]=[C:4]([CH2:10][CH3:11])[C:3]=1[I:12].[NH2:13][C:14]1[C:15]([CH3:23])=[C:16]2[C:20](=[CH:21][CH:22]=1)[NH:19][CH:18]=[CH:17]2.O. Product: [CH2:10]([C:4]1[C:3]([I:12])=[C:2]([NH:13][C:14]2[C:15]([CH3:23])=[C:16]3[C:20](=[CH:21][CH:22]=2)[NH:19][CH:18]=[CH:17]3)[C:7]([C:8]#[N:9])=[CH:6][N:5]=1)[CH3:11]. The catalyst class is: 8. (5) Reactant: [CH2:1]([O:3][C:4]([C:6]1(Br)[CH2:9][CH2:8][CH2:7]1)=[O:5])[CH3:2].[CH2:11]([O:13][C:14]([N:16]1[CH2:21][CH2:20][N:19]([C:22]([CH:24]([NH:34][C:35]([C:37]2[CH:46]=[C:45]([OH:47])[C:44]3[C:39](=[CH:40][CH:41]=[CH:42][CH:43]=3)[N:38]=2)=[O:36])[CH2:25][CH2:26][C:27]([O:29][C:30]([CH3:33])([CH3:32])[CH3:31])=[O:28])=[O:23])[CH2:18][CH2:17]1)=[O:15])[CH3:12].[C:48](=O)([O-])[O-].[Cs+].[Cs+]. Product: [CH2:11]([O:13][C:14]([N:16]1[CH2:17][CH2:18][N:19]([C:22]([CH:24]([NH:34][C:35]([C:37]2[CH:46]=[C:45]([O:47][C:6]3([C:4]([O:3][CH2:1][CH3:2])=[O:5])[CH2:9][CH2:8][CH2:7]3)[C:44]3[C:39](=[CH:40][C:41]([CH3:48])=[CH:42][CH:43]=3)[N:38]=2)=[O:36])[CH2:25][CH2:26][C:27]([O:29][C:30]([CH3:33])([CH3:32])[CH3:31])=[O:28])=[O:23])[CH2:20][CH2:21]1)=[O:15])[CH3:12]. The catalyst class is: 9. (6) Reactant: [CH3:1][C:2]1([O:19][C@H:18]([CH2:20][O:21][CH2:22][C:23]2[CH:28]=[CH:27][C:26]([Cl:29])=[CH:25][C:24]=2[Cl:30])[C@@H:7]([O:8][CH2:9][C:10]2[CH:15]=[CH:14][C:13]([Cl:16])=[CH:12][C:11]=2[Cl:17])[C@H:5]1[OH:6])[O:3][CH3:4].[CH3:31][C:32](OC(C)=O)=[O:33].O. Product: [CH3:1][C:2]1([O:19][C@H:18]([CH2:20][O:21][CH2:22][C:23]2[CH:28]=[CH:27][C:26]([Cl:29])=[CH:25][C:24]=2[Cl:30])[C@@H:7]([O:8][CH2:9][C:10]2[CH:15]=[CH:14][C:13]([Cl:16])=[CH:12][C:11]=2[Cl:17])[C@H:5]1[O:6][C:32](=[O:33])[CH3:31])[O:3][CH3:4]. The catalyst class is: 383. (7) Reactant: C(OC(=O)[NH:7][C@H:8]([C:10]1[N:14]([C:15]2[CH:20]=[CH:19][CH:18]=[C:17]([C:21]#[N:22])[CH:16]=2)[C:13]2[CH:23]=[CH:24][CH:25]=[CH:26][C:12]=2[N:11]=1)[CH3:9])(C)(C)C.C(O)(C(F)(F)F)=O. Product: [NH2:7][C@H:8]([C:10]1[N:14]([C:15]2[CH:16]=[C:17]([CH:18]=[CH:19][CH:20]=2)[C:21]#[N:22])[C:13]2[CH:23]=[CH:24][CH:25]=[CH:26][C:12]=2[N:11]=1)[CH3:9]. The catalyst class is: 2. (8) Reactant: [NH2:1][CH2:2][C:3]([NH:5][CH2:6][C:7]([NH:9][C@H:10]([C:18]([NH:20][CH2:21][C:22]([NH:24][C@@H:25]1[C:30]2=[C:31]3[CH2:46][N:45]4[C:40](=[CH:41][C:42]5[C@:51]([CH2:53][CH3:54])([OH:52])[C:50](=[O:55])[O:49][CH2:48][C:43]=5[C:44]4=[O:47])[C:32]3=[N:33][C:34]3[CH:35]=[C:36]([F:39])[C:37]([CH3:38])=[C:28]([C:29]=32)[CH2:27][CH2:26]1)=[O:23])=[O:19])[CH2:11][C:12]1[CH:17]=[CH:16][CH:15]=[CH:14][CH:13]=1)=[O:8])=[O:4].ON1C(=O)CCC1=O.[CH:64]1[C:76]2[CH:75]([CH2:77][O:78][C:79]([NH:81][C@H:82]([C:91]([O-])=[O:92])[CH2:83][C:84]([O:86][C:87]([CH3:90])([CH3:89])[CH3:88])=[O:85])=[O:80])[C:74]3[C:69](=[CH:70][CH:71]=[CH:72][CH:73]=3)[C:68]=2[CH:67]=[CH:66][CH:65]=1.C1(N=C=NC2CCCCC2)CCCCC1. Product: [CH2:11]([C@H:10]([NH:9][C:7](=[O:8])[CH2:6][NH:5][C:3](=[O:4])[CH2:2][NH:1][C:91](=[O:92])[C@@H:82]([NH:81][C:79]([O:78][CH2:77][CH:75]1[C:76]2[CH:64]=[CH:65][CH:66]=[CH:67][C:68]=2[C:69]2[C:74]1=[CH:73][CH:72]=[CH:71][CH:70]=2)=[O:80])[CH2:83][C:84]([O:86][C:87]([CH3:90])([CH3:89])[CH3:88])=[O:85])[C:18](=[O:19])[NH:20][CH2:21][C:22]([NH:24][C@@H:25]1[C:30]2=[C:31]3[CH2:46][N:45]4[C:40](=[CH:41][C:42]5[C@:51]([CH2:53][CH3:54])([OH:52])[C:50](=[O:55])[O:49][CH2:48][C:43]=5[C:44]4=[O:47])[C:32]3=[N:33][C:34]3[CH:35]=[C:36]([F:39])[C:37]([CH3:38])=[C:28]([C:29]=32)[CH2:27][CH2:26]1)=[O:23])[C:12]1[CH:17]=[CH:16][CH:15]=[CH:14][CH:13]=1. The catalyst class is: 9. (9) Reactant: [C:1]([O:5][C:6]([N:8]1[CH2:13][CH2:12][C@@H:11]([C:14]([OH:16])=[O:15])[C@H:10]([C:17]2[CH:22]=[CH:21][CH:20]=[CH:19][CH:18]=2)[CH2:9]1)=[O:7])([CH3:4])([CH3:3])[CH3:2].CO.[Si](C=[N+]=[N-])(C)(C)[CH3:26]. Product: [CH3:26][O:15][C:14]([C@@H:11]1[CH2:12][CH2:13][N:8]([C:6]([O:5][C:1]([CH3:4])([CH3:2])[CH3:3])=[O:7])[CH2:9][C@H:10]1[C:17]1[CH:22]=[CH:21][CH:20]=[CH:19][CH:18]=1)=[O:16]. The catalyst class is: 81.